Task: Regression. Given a peptide amino acid sequence and an MHC pseudo amino acid sequence, predict their binding affinity value. This is MHC class I binding data.. Dataset: Peptide-MHC class I binding affinity with 185,985 pairs from IEDB/IMGT (1) The peptide sequence is ELQAQIAEL. The MHC is HLA-A02:06 with pseudo-sequence HLA-A02:06. The binding affinity (normalized) is 0.0489. (2) The peptide sequence is RPRPRTPEW. The MHC is HLA-B57:01 with pseudo-sequence HLA-B57:01. The binding affinity (normalized) is 0.486. (3) The peptide sequence is GRNEVFSNK. The MHC is HLA-B27:05 with pseudo-sequence HLA-B27:05. The binding affinity (normalized) is 0.0944. (4) The peptide sequence is ARQCRAPR. The MHC is Mamu-B03 with pseudo-sequence Mamu-B03. The binding affinity (normalized) is 0.742. (5) The peptide sequence is IPVSTNGKI. The MHC is HLA-A03:01 with pseudo-sequence HLA-A03:01. The binding affinity (normalized) is 0.0847. (6) The peptide sequence is ISHNFCNL. The MHC is H-2-Kb with pseudo-sequence H-2-Kb. The binding affinity (normalized) is 0.777.